This data is from Full USPTO retrosynthesis dataset with 1.9M reactions from patents (1976-2016). The task is: Predict the reactants needed to synthesize the given product. (1) The reactants are: [NH2:1][C:2]1[C:3](=[O:10])[C:4]([OH:9])=[CH:5][C:6](=[O:8])[CH:7]=1.C(C1C(=O)C2=C3C=CC=CC3=CN=NC2=CC=1)C=C(CCC=C(CCC=C(C)C)C)C.C1C(C(O)=O)=C[C@@H](O)[C@@H](O)[C@@H]1N.P(OC[C@@H](O)[C@@H](O)C=O)(O)(O)=O.C(C(C(O)=O)=O)[C@@H](O)[C@H](O)[C@H](O)COP(O)(O)=O.P(OC[C@@H](O)[C@@H](O)[C@H](N)CC(=O)C(O)=O)(O)(O)=O.C=C(OP(O)(O)=O)C(O)=O.NC1C=C(C=C(O)C=1)C(O)=O.NC1C(O)=C(C=C(O)C=1)C(O)=O. Given the product [NH2:1][C:2]1[CH:7]=[C:6]([OH:8])[CH:5]=[C:4]([OH:9])[C:3]=1[OH:10], predict the reactants needed to synthesize it. (2) Given the product [CH3:1][O:2][C:3]([C:5]1[CH:13]=[C:12]2[C:8]([C:9]3[CH:17]=[C:16]([CH3:18])[CH:15]=[N:14][C:10]=3[NH:11]2)=[C:7]([I:20])[CH:6]=1)=[O:4], predict the reactants needed to synthesize it. The reactants are: [CH3:1][O:2][C:3]([C:5]1[CH:13]=[C:12]2[C:8]([C:9]3[CH:17]=[C:16]([CH3:18])[CH:15]=[N:14][C:10]=3[NH:11]2)=[C:7](N)[CH:6]=1)=[O:4].[I:20]C1C=C(C#N)C=C2C=1C1C=C(C)C=NC=1N2.